Task: Predict which catalyst facilitates the given reaction.. Dataset: Catalyst prediction with 721,799 reactions and 888 catalyst types from USPTO (1) Reactant: C[Si](C)(C)CCOC[N:7]1[C:11]2[CH:12]=[CH:13][CH:14]=[CH:15][C:10]=2[N:9]=[C:8]1[CH2:16][N:17]([CH:23]1[C:32]2[N:31]=[CH:30][CH:29]=[CH:28][C:27]=2[CH2:26][CH2:25][CH2:24]1)[CH2:18][CH2:19][CH2:20][CH2:21][NH2:22].FC(F)(F)C(O)=O. Product: [NH:7]1[C:11]2[CH:12]=[CH:13][CH:14]=[CH:15][C:10]=2[N:9]=[C:8]1[CH2:16][N:17]([CH:23]1[C:32]2[N:31]=[CH:30][CH:29]=[CH:28][C:27]=2[CH2:26][CH2:25][CH2:24]1)[CH2:18][CH2:19][CH2:20][CH2:21][NH2:22]. The catalyst class is: 2. (2) Reactant: C([O:8][C:9](=[O:33])[C@@H:10]([NH:15][C:16](=[O:32])[C@@H:17]([NH:22][C:23](=[O:31])[CH2:24][N:25]1[CH2:30][CH2:29][O:28][CH2:27][CH2:26]1)[C:18]([CH3:21])([CH3:20])[CH3:19])[CH2:11][CH:12]([CH3:14])[CH3:13])C1C=CC=CC=1. Product: [CH3:21][C:18]([CH3:19])([CH3:20])[C@H:17]([NH:22][C:23](=[O:31])[CH2:24][N:25]1[CH2:30][CH2:29][O:28][CH2:27][CH2:26]1)[C:16]([NH:15][C@@H:10]([CH2:11][CH:12]([CH3:14])[CH3:13])[C:9]([OH:33])=[O:8])=[O:32]. The catalyst class is: 105. (3) Reactant: Cl[C:2]1[C:11]2=[N:12][N:13](CC3C=CC(OC)=CC=3)[CH:14]=[C:10]2[C:9]2[CH:8]=[CH:7][CH:6]=[CH:5][C:4]=2[N:3]=1.[CH3:24][C:25]1[CH:33]=[C:32]2[C:28]([CH:29]=[N:30][NH:31]2)=[CH:27][C:26]=1[NH2:34].Cl. Product: [CH3:24][C:25]1[CH:33]=[C:32]2[C:28]([CH:29]=[N:30][NH:31]2)=[CH:27][C:26]=1[NH:34][C:2]1[C:11]2=[N:12][NH:13][CH:14]=[C:10]2[C:9]2[CH:8]=[CH:7][CH:6]=[CH:5][C:4]=2[N:3]=1. The catalyst class is: 71. (4) Reactant: [CH2:1]([C:5]1[N:6]=[C:7]([CH2:27][OH:28])[NH:8][C:9](=[O:26])[C:10]=1[CH2:11][C:12]1[CH:17]=[CH:16][C:15]([C:18]2[C:19]([C:24]#[N:25])=[CH:20][CH:21]=[CH:22][CH:23]=2)=[CH:14][CH:13]=1)[CH2:2][CH2:3][CH3:4].[CH2:29](Br)[C:30]1[CH:35]=[CH:34][CH:33]=[CH:32][CH:31]=1.C(=O)([O-])[O-].[Cs+].[Cs+]. Product: [CH2:29]([N:8]1[C:9](=[O:26])[C:10]([CH2:11][C:12]2[CH:17]=[CH:16][C:15]([C:18]3[C:19]([C:24]#[N:25])=[CH:20][CH:21]=[CH:22][CH:23]=3)=[CH:14][CH:13]=2)=[C:5]([CH2:1][CH2:2][CH2:3][CH3:4])[N:6]=[C:7]1[CH2:27][OH:28])[C:30]1[CH:35]=[CH:34][CH:33]=[CH:32][CH:31]=1. The catalyst class is: 675. (5) Reactant: B(Br)(Br)Br.[C:5]1([S:11]([NH:14][CH:15]([C:22]2[CH:27]=[CH:26][CH:25]=[C:24]([O:28]C)[CH:23]=2)[CH2:16][C:17]([O:19][CH2:20]C)=[O:18])(=[O:13])=[O:12])[CH:10]=[CH:9][CH:8]=[CH:7][CH:6]=1.CO. Product: [C:5]1([S:11]([NH:14][CH:15]([C:22]2[CH:27]=[CH:26][CH:25]=[C:24]([OH:28])[CH:23]=2)[CH2:16][C:17]([O:19][CH3:20])=[O:18])(=[O:12])=[O:13])[CH:6]=[CH:7][CH:8]=[CH:9][CH:10]=1. The catalyst class is: 4. (6) Reactant: [CH3:1][C:2]1([CH3:10])[CH2:7][CH2:6][C:5](=O)[CH2:4][C:3]1=[O:9].[NH2:11][C:12]1[CH:19]=[CH:18][C:15]([C:16]#[N:17])=[C:14]([C:20]([F:23])([F:22])[F:21])[CH:13]=1.O.C1(C)C=CC(S(O)(=O)=O)=CC=1. Product: [CH3:1][C:2]1([CH3:10])[CH2:7][CH2:6][C:5]([NH:11][C:12]2[CH:19]=[CH:18][C:15]([C:16]#[N:17])=[C:14]([C:20]([F:21])([F:22])[F:23])[CH:13]=2)=[CH:4][C:3]1=[O:9]. The catalyst class is: 11. (7) Reactant: [Br:1][C:2]1[N:10](C(OC(C)(C)C)=O)[C:9]2[C:4](=[N:5][C:6]([O:18][CH3:19])=[CH:7][CH:8]=2)[C:3]=1[CH2:20][C:21]([O:23]CC)=[O:22].O[Li].O. Product: [Br:1][C:2]1[NH:10][C:9]2[C:4](=[N:5][C:6]([O:18][CH3:19])=[CH:7][CH:8]=2)[C:3]=1[CH2:20][C:21]([OH:23])=[O:22]. The catalyst class is: 87.